Dataset: Full USPTO retrosynthesis dataset with 1.9M reactions from patents (1976-2016). Task: Predict the reactants needed to synthesize the given product. (1) Given the product [Br:1][C:2]1[CH:21]=[CH:20][C:19]([F:22])=[CH:18][C:3]=1[O:4][CH:5]1[CH2:6][CH2:7][N:8]([C:11]2[S:15][C:14]([C:16]3[N:34]=[CH:39][C:38]([C:43]([O:42][CH3:41])=[O:51])=[CH:37][N:17]=3)=[N:13][N:12]=2)[CH2:9][CH2:10]1, predict the reactants needed to synthesize it. The reactants are: [Br:1][C:2]1[CH:21]=[CH:20][C:19]([F:22])=[CH:18][C:3]=1[O:4][CH:5]1[CH2:10][CH2:9][N:8]([C:11]2[S:15][C:14]([C:16]#[N:17])=[N:13][N:12]=2)[CH2:7][CH2:6]1.[Li+].C[Si]([N-][Si](C)(C)C)(C)C.Cl.[NH+:34]1[CH:39]=[CH:38][CH:37]=CC=1.[Na].[CH3:41][O:42][CH:43]([O:51]C)C(C(OC)=O)=CO.Cl. (2) The reactants are: [C:1](#[N:5])[CH:2]([CH3:4])[CH3:3].C[N-]C.[Li+].Br[CH2:11][CH2:12][CH2:13][Cl:14]. Given the product [Cl:14][CH2:13][CH2:12][CH2:11][C:2]([CH3:4])([CH3:3])[C:1]#[N:5], predict the reactants needed to synthesize it. (3) Given the product [Br:1][C:2]1[CH:11]=[CH:10][C:5]2[C:6]([NH:9][C:12](=[O:13])[O:14][C:15]([CH3:18])([CH3:17])[CH3:16])=[N:7][O:8][C:4]=2[CH:3]=1, predict the reactants needed to synthesize it. The reactants are: [Br:1][C:2]1[CH:11]=[CH:10][C:5]2[C:6]([NH2:9])=[N:7][O:8][C:4]=2[CH:3]=1.[C:12](O[C:12]([O:14][C:15]([CH3:18])([CH3:17])[CH3:16])=[O:13])([O:14][C:15]([CH3:18])([CH3:17])[CH3:16])=[O:13].C(N(CC)CC)C.O. (4) Given the product [CH2:27]1[C:32]2[NH:33][C:34]3[C:39]([C:31]=2[CH2:30][CH2:29][N:28]1[C:2]1[N:11]=[C:10]([NH:12][CH2:13][CH:14]([C:21]2[CH:26]=[CH:25][CH:24]=[CH:23][CH:22]=2)[C:15]2[CH:16]=[CH:17][CH:18]=[CH:19][CH:20]=2)[C:9]2[C:4](=[CH:5][CH:6]=[CH:7][CH:8]=2)[N:3]=1)=[CH:38][CH:37]=[CH:36][CH:35]=3, predict the reactants needed to synthesize it. The reactants are: Cl[C:2]1[N:11]=[C:10]([NH:12][CH2:13][CH:14]([C:21]2[CH:26]=[CH:25][CH:24]=[CH:23][CH:22]=2)[C:15]2[CH:20]=[CH:19][CH:18]=[CH:17][CH:16]=2)[C:9]2[C:4](=[CH:5][CH:6]=[CH:7][CH:8]=2)[N:3]=1.[CH2:27]1[C:32]2[NH:33][C:34]3[C:39]([C:31]=2[CH2:30][CH2:29][NH:28]1)=[CH:38][CH:37]=[CH:36][CH:35]=3.C(Cl)(Cl)Cl.CO. (5) Given the product [CH3:33][N:31]1[CH:32]=[C:28]([C:24]2[CH:23]=[C:22]([C:19]3[N:18]=[CH:17][C:16]([C:14]4[CH:13]=[N:12][N:11]([C@H:8]5[CH2:7][CH2:6][C@H:37]([OH:38])[CH2:36][CH2:9]5)[CH:15]=4)=[CH:21][N:20]=3)[CH:27]=[CH:26][CH:25]=2)[CH:29]=[N:30]1, predict the reactants needed to synthesize it. The reactants are: FC(F)(F)C(N1C[CH2:9][CH:8]([N:11]2[CH:15]=[C:14]([C:16]3[CH:17]=[N:18][C:19]([C:22]4[CH:27]=[CH:26][CH:25]=[C:24]([C:28]5[CH:29]=[N:30][N:31]([CH3:33])[CH:32]=5)[CH:23]=4)=[N:20][CH:21]=3)[CH:13]=[N:12]2)[CH2:7][CH2:6]1)=O.[CH3:36][C:37]1(C)C(C)(C)OB(B2OC(C)(C)C(C)(C)O2)[O:38]1.C([O-])(=O)C.[K+].IC1C=NN([C@H]2CC[C@H](O)CC2)C=1.C(=O)([O-])[O-].[K+].[K+]. (6) Given the product [CH3:4][CH:5]([CH3:18])[CH2:6][C:7]([C:9]1[S:13][C:12]([C:14]([O:16][CH3:17])=[O:15])=[CH:11][CH:10]=1)=[N:2][OH:3], predict the reactants needed to synthesize it. The reactants are: Cl.[NH2:2][OH:3].[CH3:4][CH:5]([CH3:18])[CH2:6][C:7]([C:9]1[S:13][C:12]([C:14]([O:16][CH3:17])=[O:15])=[CH:11][CH:10]=1)=O.